From a dataset of Catalyst prediction with 721,799 reactions and 888 catalyst types from USPTO. Predict which catalyst facilitates the given reaction. (1) Reactant: C(=O)([O-])[O-].[K+].[K+].Cl.Cl[CH2:9][C:10]1[C:15]([CH3:16])=[C:14]([O:17][CH3:18])[C:13]([F:19])=[CH:12][N:11]=1.FC(F)(F)C(O)=O.[NH2:27][C:28]1[C:29]2[C:30]3[C:31](=[N:43][NH:44][N:45]=2)[CH:32]=[C:33]([CH2:38][C:39]([NH:41][CH3:42])=[O:40])[C:34]=3[CH2:35][S:36][N:37]=1. Product: [NH2:27][C:28]1[C:29]2[C:30]3[C:31](=[N:43][N:44]([CH2:9][C:10]4[C:15]([CH3:16])=[C:14]([O:17][CH3:18])[C:13]([F:19])=[CH:12][N:11]=4)[N:45]=2)[CH:32]=[C:33]([CH2:38][C:39]([NH:41][CH3:42])=[O:40])[C:34]=3[CH2:35][S:36][N:37]=1. The catalyst class is: 9. (2) Reactant: [ClH:1].O1CCOCC1.[Br:8][C:9]1[C:10]([N:17]([CH:35]2[CH2:39][CH2:38][CH2:37][CH2:36]2)[NH:18][C:19](=[O:34])[C:20]2[CH:25]=[CH:24][C:23]([CH2:26][N:27]3[CH2:32][CH2:31][N:30]([CH3:33])[CH2:29][CH2:28]3)=[CH:22][CH:21]=2)=[N:11][C:12]([C:15]#[N:16])=[N:13][CH:14]=1. Product: [ClH:1].[Br:8][C:9]1[C:10]([N:17]([CH:35]2[CH2:39][CH2:38][CH2:37][CH2:36]2)[NH:18][C:19](=[O:34])[C:20]2[CH:21]=[CH:22][C:23]([CH2:26][N:27]3[CH2:28][CH2:29][N:30]([CH3:33])[CH2:31][CH2:32]3)=[CH:24][CH:25]=2)=[N:11][C:12]([C:15]#[N:16])=[N:13][CH:14]=1. The catalyst class is: 2. (3) Reactant: [BH4-].[Na+].[N+:3]([C:6]1[CH:7]=[C:8]([C:16](=[O:18])[CH3:17])[CH:9]=[C:10]([C:12]([F:15])([F:14])[F:13])[CH:11]=1)([O-:5])=[O:4].Cl. The catalyst class is: 5. Product: [N+:3]([C:6]1[CH:7]=[C:8]([CH:16]([OH:18])[CH3:17])[CH:9]=[C:10]([C:12]([F:13])([F:14])[F:15])[CH:11]=1)([O-:5])=[O:4].